This data is from Full USPTO retrosynthesis dataset with 1.9M reactions from patents (1976-2016). The task is: Predict the reactants needed to synthesize the given product. Given the product [F:2][C:3]1[CH:4]=[CH:5][C:6]2[O:10][N:9]=[C:8]([CH:11]3[CH2:12][CH2:13][N:14]([C:19]4[N:20]=[N:21][C:22]([C:25]5[CH:26]=[N:27][N:28]([CH3:30])[CH:29]=5)=[CH:23][CH:24]=4)[CH2:15][CH2:16]3)[C:7]=2[CH:17]=1, predict the reactants needed to synthesize it. The reactants are: Cl.[F:2][C:3]1[CH:4]=[CH:5][C:6]2[O:10][N:9]=[C:8]([CH:11]3[CH2:16][CH2:15][NH:14][CH2:13][CH2:12]3)[C:7]=2[CH:17]=1.Cl[C:19]1[N:20]=[N:21][C:22]([C:25]2[CH:26]=[N:27][N:28]([CH3:30])[CH:29]=2)=[CH:23][CH:24]=1.